Task: Predict the product of the given reaction.. Dataset: Forward reaction prediction with 1.9M reactions from USPTO patents (1976-2016) Given the reactants [N:1]1[N:2]2[CH:10]=[CH:9][CH:8]=[C:3]2[C:4]([NH2:7])=[N:5][CH:6]=1.[Br:11]N1C(C)(C)C(=O)N(Br)C1=O.CO.C(Cl)Cl.[O-]S([O-])=O.[Na+].[Na+], predict the reaction product. The product is: [Br:11][C:10]1[N:2]2[C:3]([C:4]([NH2:7])=[N:5][CH:6]=[N:1]2)=[CH:8][CH:9]=1.